Dataset: Forward reaction prediction with 1.9M reactions from USPTO patents (1976-2016). Task: Predict the product of the given reaction. (1) The product is: [CH:19]1([CH2:24][C@@H:25]([C:26]([NH:18][NH:17][C:3]2[C:2]([F:1])=[C:7]([NH:8][CH2:9][C:10]3[S:11][CH:12]=[CH:13][N:14]=3)[N:6]=[C:5]([S:15][CH3:16])[N:4]=2)=[O:27])[CH2:29][N:30]([O:31][CH:32]2[CH2:37][CH2:36][CH2:35][CH2:34][O:33]2)[CH:38]=[O:39])[CH2:23][CH2:22][CH2:21][CH2:20]1. Given the reactants [F:1][C:2]1[C:3](=[N:17][NH2:18])[N:4]=[C:5]([S:15][CH3:16])[NH:6][C:7]=1[NH:8][CH2:9][C:10]1[S:11][CH:12]=[CH:13][N:14]=1.[CH:19]1([CH2:24][C@H:25]([CH2:29][N:30]([CH:38]=[O:39])[O:31][CH:32]2[CH2:37][CH2:36][CH2:35][CH2:34][O:33]2)[C:26](O)=[O:27])[CH2:23][CH2:22][CH2:21][CH2:20]1.CN1CCOCC1.C1C=NC2N(O)N=NC=2C=1.C(Cl)CCl, predict the reaction product. (2) Given the reactants [CH2:1]([NH:3][C:4](=[O:25])[NH:5][C:6]1[CH:17]=[C:16]([NH:18][C:19]2[CH:24]=[CH:23][CH:22]=[CH:21][CH:20]=2)[C:9]([C:10](N(OC)C)=[O:11])=[CH:8][N:7]=1)[CH3:2].[C:26]1([Mg]Br)[CH:31]=[CH:30][CH:29]=[CH:28][CH:27]=1, predict the reaction product. The product is: [C:10]([C:9]1[C:16]([NH:18][C:19]2[CH:20]=[CH:21][CH:22]=[CH:23][CH:24]=2)=[CH:17][C:6]([NH:5][C:4]([NH:3][CH2:1][CH3:2])=[O:25])=[N:7][CH:8]=1)(=[O:11])[C:26]1[CH:31]=[CH:30][CH:29]=[CH:28][CH:27]=1.